Dataset: Full USPTO retrosynthesis dataset with 1.9M reactions from patents (1976-2016). Task: Predict the reactants needed to synthesize the given product. (1) Given the product [F:1][C:2]1[CH:26]=[CH:25][CH:24]=[C:23]([F:27])[C:3]=1[C:4]([NH:6][C:7]1[C:8]([C:12]2[NH:16][C:15]3[CH:17]=[CH:18][C:19]([CH:21]=[O:22])=[CH:20][C:14]=3[N:13]=2)=[N:9][NH:10][CH:11]=1)=[O:5], predict the reactants needed to synthesize it. The reactants are: [F:1][C:2]1[CH:26]=[CH:25][CH:24]=[C:23]([F:27])[C:3]=1[C:4]([NH:6][C:7]1[C:8]([C:12]2[NH:16][C:15]3[CH:17]=[CH:18][C:19]([CH2:21][OH:22])=[CH:20][C:14]=3[N:13]=2)=[N:9][NH:10][CH:11]=1)=[O:5]. (2) Given the product [Cl:12][C:10]1[CH:9]=[C:8]2[C:3]([CH:4]=[CH:5][CH:6]=[N:7]2)=[C:2]([NH:13][CH2:14][C@:15]2([F:28])[CH2:20][CH2:19][CH2:18][N:17]([C:21]([O:23][C:24]([CH3:26])([CH3:25])[CH3:27])=[O:22])[CH2:16]2)[N:11]=1, predict the reactants needed to synthesize it. The reactants are: Cl[C:2]1[N:11]=[C:10]([Cl:12])[CH:9]=[C:8]2[C:3]=1[CH:4]=[CH:5][CH:6]=[N:7]2.[NH2:13][CH2:14][C@:15]1([F:28])[CH2:20][CH2:19][CH2:18][N:17]([C:21]([O:23][C:24]([CH3:27])([CH3:26])[CH3:25])=[O:22])[CH2:16]1.C(N(C(C)C)CC)(C)C.O. (3) Given the product [Cl:1][C:2]1[CH:3]=[C:4]([CH:8]=[CH:9][C:10]=1[CH2:11][NH:12][C:13]([NH:15][CH:16]1[C:22]2[CH:23]=[CH:24][CH:25]=[CH:26][C:21]=2[CH2:20][CH2:19][C:18]2[CH:27]=[CH:28][CH:29]=[CH:30][C:17]1=2)=[O:14])[C:5]([NH:74][CH2:73][CH2:72][CH2:71][N:70]1[CH2:69][CH2:68][CH2:67][CH2:66][CH:65]1[CH3:64])=[O:6], predict the reactants needed to synthesize it. The reactants are: [Cl:1][C:2]1[CH:3]=[C:4]([CH:8]=[CH:9][C:10]=1[CH2:11][NH:12][C:13]([NH:15][CH:16]1[C:22]2[CH:23]=[CH:24][CH:25]=[CH:26][C:21]=2[CH2:20][CH2:19][C:18]2[CH:27]=[CH:28][CH:29]=[CH:30][C:17]1=2)=[O:14])[C:5](O)=[O:6].CN(C(ON1N=NC2C=CC=NC1=2)=[N+](C)C)C.F[P-](F)(F)(F)(F)F.CCN(C(C)C)C(C)C.[CH3:64][CH:65]1[N:70]([CH2:71][CH2:72][CH2:73][NH2:74])[CH2:69][CH2:68][CH2:67][CH2:66]1. (4) Given the product [CH2:34]([N:18]([CH2:17][C:14]1[CH:15]=[CH:16][C:11]2[CH2:10][CH2:9][CH2:8][CH2:7][CH:6]([O:5][CH3:4])[C:12]=2[CH:13]=1)[C:19]([CH:21]1[O:26][CH2:25][CH2:24][N:23]([C:27]([O:29][C:30]([CH3:31])([CH3:32])[CH3:33])=[O:28])[CH2:22]1)=[O:20])[CH:35]([CH3:37])[CH3:36], predict the reactants needed to synthesize it. The reactants are: [H-].[Na+].I[CH3:4].[OH:5][CH:6]1[C:12]2[CH:13]=[C:14]([CH2:17][N:18]([CH2:34][CH:35]([CH3:37])[CH3:36])[C:19]([CH:21]3[O:26][CH2:25][CH2:24][N:23]([C:27]([O:29][C:30]([CH3:33])([CH3:32])[CH3:31])=[O:28])[CH2:22]3)=[O:20])[CH:15]=[CH:16][C:11]=2[CH2:10][CH2:9][CH2:8][CH2:7]1. (5) Given the product [C:33]1([C:39]#[C:40][C:12]2[C:9]3[CH2:10][CH2:11][N:5]([C:3](=[O:4])[C:2]([F:25])([F:24])[F:1])[CH2:6][CH2:7][C:8]=3[CH:15]=[CH:14][CH:13]=2)[CH:38]=[CH:37][CH:36]=[CH:35][CH:34]=1, predict the reactants needed to synthesize it. The reactants are: [F:1][C:2]([F:25])([F:24])[C:3]([N:5]1[CH2:11][CH2:10][C:9]2[C:12](OS(C(F)(F)F)(=O)=O)=[CH:13][CH:14]=[CH:15][C:8]=2[CH2:7][CH2:6]1)=[O:4].C(N(CC)CC)C.[C:33]1([C:39]#[CH:40])[CH:38]=[CH:37][CH:36]=[CH:35][CH:34]=1. (6) Given the product [Cl:1][C:2]1[CH:7]=[CH:6][N+:5]([O-:21])=[C:4]([CH3:8])[C:3]=1[O:9][CH:10]([F:11])[F:12], predict the reactants needed to synthesize it. The reactants are: [Cl:1][C:2]1[CH:7]=[CH:6][N:5]=[C:4]([CH3:8])[C:3]=1[O:9][CH:10]([F:12])[F:11].ClC1C=CC=C(C(OO)=[O:21])C=1. (7) Given the product [CH3:18][NH:19][C:2]1[CH:7]=[CH:6][N:5]=[C:4]2[CH:8]=[C:9]([C:11]3[N:12]=[CH:13][N:14]([CH3:16])[CH:15]=3)[S:10][C:3]=12, predict the reactants needed to synthesize it. The reactants are: Cl[C:2]1[CH:7]=[CH:6][N:5]=[C:4]2[CH:8]=[C:9]([C:11]3[N:12]=[CH:13][N:14]([CH3:16])[CH:15]=3)[S:10][C:3]=12.Cl.[CH3:18][NH2:19].[OH-].[Na+]. (8) The reactants are: [CH:1](=O)[C:2]1[CH:7]=[CH:6][CH:5]=[CH:4][CH:3]=1.[NH2:9][CH:10]1[CH2:14][CH2:13][NH:12][CH2:11]1. Given the product [C:2]1([CH:1]=[N:9][CH:10]2[CH2:14][CH2:13][NH:12][CH2:11]2)[CH:7]=[CH:6][CH:5]=[CH:4][CH:3]=1, predict the reactants needed to synthesize it.